This data is from Full USPTO retrosynthesis dataset with 1.9M reactions from patents (1976-2016). The task is: Predict the reactants needed to synthesize the given product. (1) Given the product [CH3:1][O:2][C:3]([C:4]1([CH3:15])[CH2:5][C:6]2[C:14]3[C:9](=[CH:10][CH:11]=[CH:12][CH:13]=3)[NH:8][C:7]=2[CH:22]([C:21]2[CH:24]=[CH:25][CH:26]=[C:19]([OH:18])[CH:20]=2)[NH:16]1)=[O:17], predict the reactants needed to synthesize it. The reactants are: [CH3:1][O:2][C:3](=[O:17])[C:4]([NH2:16])([CH3:15])[CH2:5][C:6]1[C:14]2[C:9](=[CH:10][CH:11]=[CH:12][CH:13]=2)[NH:8][CH:7]=1.[OH:18][C:19]1[CH:20]=[C:21]([CH:24]=[CH:25][CH:26]=1)[CH:22]=O.FC(F)(F)C(O)=O. (2) Given the product [C:26]([O:29][CH2:30][C:31]([N:14]1[CH2:13][CH2:12][CH:11]([C:3]2[CH:4]=[C:5]([I:10])[C:6]([O:8][CH3:9])=[CH:7][C:2]=2[F:1])[CH2:16][CH2:15]1)=[O:32])(=[O:28])[CH3:27], predict the reactants needed to synthesize it. The reactants are: [F:1][C:2]1[CH:7]=[C:6]([O:8][CH3:9])[C:5]([I:10])=[CH:4][C:3]=1[CH:11]1[CH2:16][CH2:15][NH:14][CH2:13][CH2:12]1.C(N(CC)C(C)C)(C)C.[C:26]([O:29][CH2:30][C:31](Cl)=[O:32])(=[O:28])[CH3:27]. (3) Given the product [O:1]1[CH2:6][CH2:5][CH2:4][CH2:3][CH:2]1[N:7]1[CH:11]=[CH:10][C:9]([C:22]2[CH:23]=[C:24]3[C:28](=[CH:29][CH:30]=2)[N:27]([CH2:31][CH:32]2[CH2:33][CH2:34][N:35]([C:38]([O:40][CH2:41][C:42]4[CH:47]=[CH:46][CH:45]=[CH:44][CH:43]=4)=[O:39])[CH2:36][CH2:37]2)[CH:26]=[CH:25]3)=[N:8]1, predict the reactants needed to synthesize it. The reactants are: [O:1]1[CH2:6][CH2:5][CH2:4][CH2:3][CH:2]1[N:7]1[CH:11]=[C:10](B2OC(C)(C)C(C)(C)O2)[CH:9]=[N:8]1.Br[C:22]1[CH:23]=[C:24]2[C:28](=[CH:29][CH:30]=1)[N:27]([CH2:31][CH:32]1[CH2:37][CH2:36][N:35]([C:38]([O:40][CH2:41][C:42]3[CH:47]=[CH:46][CH:45]=[CH:44][CH:43]=3)=[O:39])[CH2:34][CH2:33]1)[CH:26]=[CH:25]2.C(=O)([O-])[O-].[K+].[K+].ClCCl. (4) Given the product [F:39][C:2]([F:1])([F:38])[C:3]1[CH:4]=[C:5](/[C:6](=[N:46]\[S:44]([C:41]([CH3:43])([CH3:42])[CH3:40])=[O:45])/[C@@H:8]2[CH2:12][CH2:11][C@@H:10]([C:13]3[C:18]([Cl:19])=[CH:17][N:16]=[C:15]([C:20]([F:23])([F:21])[F:22])[CH:14]=3)[N:9]2[C:24]([O:26][C:27]([CH3:28])([CH3:29])[CH3:30])=[O:25])[CH:31]=[C:32]([C:34]([F:37])([F:36])[F:35])[CH:33]=1, predict the reactants needed to synthesize it. The reactants are: [F:1][C:2]([F:39])([F:38])[C:3]1[CH:4]=[C:5]([CH:31]=[C:32]([C:34]([F:37])([F:36])[F:35])[CH:33]=1)[C:6]([C@@H:8]1[CH2:12][CH2:11][C@@H:10]([C:13]2[C:18]([Cl:19])=[CH:17][N:16]=[C:15]([C:20]([F:23])([F:22])[F:21])[CH:14]=2)[N:9]1[C:24]([O:26][C:27]([CH3:30])([CH3:29])[CH3:28])=[O:25])=O.[CH3:40][C:41]([S@:44]([NH2:46])=[O:45])([CH3:43])[CH3:42].O. (5) Given the product [Cl:26][C:23]1[C:24](=[O:25])[N:15]2[CH2:14][C:13]([CH2:12][N:29]3[CH2:30][CH2:31][CH:32]([NH:35][C:36](=[O:42])[O:37][C:38]([CH3:40])([CH3:39])[CH3:41])[CH2:33][CH2:34]3)([OH:28])[C:17]3=[C:18]([F:27])[CH:19]=[N:20][C:21]([CH:22]=1)=[C:16]23, predict the reactants needed to synthesize it. The reactants are: CC1C=CC(S(O[CH2:12][C:13]2([OH:28])[C:17]3=[C:18]([F:27])[CH:19]=[N:20][C:21]4[CH:22]=[C:23]([Cl:26])[C:24](=[O:25])[N:15]([C:16]=43)[CH2:14]2)(=O)=O)=CC=1.[NH:29]1[CH2:34][CH2:33][CH:32]([NH:35][C:36](=[O:42])[O:37][C:38]([CH3:41])([CH3:40])[CH3:39])[CH2:31][CH2:30]1.[Na].O. (6) Given the product [C:1]([C:4]1[CH:11]=[C:10]([Cl:12])[C:7]([C:8]#[N:9])=[C:6]([N:22]2[CH2:23][CH:20]([O:19][CH3:18])[CH2:21]2)[C:5]=1[O:14][CH2:15][CH3:16])(=[O:3])[CH3:2], predict the reactants needed to synthesize it. The reactants are: [C:1]([C:4]1[CH:11]=[C:10]([Cl:12])[C:7]([C:8]#[N:9])=[C:6](I)[C:5]=1[O:14][CH2:15][CH3:16])(=[O:3])[CH3:2].Cl.[CH3:18][O:19][CH:20]1[CH2:23][NH:22][CH2:21]1.C(=O)([O-])[O-].[Cs+].[Cs+].CC1(C)C2C=CC=C(P(C3C=CC=CC=3)C3C=CC=CC=3)C=2OC2C1=CC=CC=2P(C1C=CC=CC=1)C1C=CC=CC=1. (7) Given the product [Br:1][C:2]1[CH:8]=[C:7]([CH3:9])[CH:6]=[C:5]([CH3:10])[C:3]=1[NH:4][C:19](=[O:20])[CH2:18][C:15]1[CH:16]=[CH:17][C:12]([F:11])=[CH:13][CH:14]=1, predict the reactants needed to synthesize it. The reactants are: [Br:1][C:2]1[CH:8]=[C:7]([CH3:9])[CH:6]=[C:5]([CH3:10])[C:3]=1[NH2:4].[F:11][C:12]1[CH:17]=[CH:16][C:15]([CH2:18][C:19](Cl)=[O:20])=[CH:14][CH:13]=1. (8) Given the product [CH2:17]([CH:24]([C:28]([CH3:31])([CH3:30])[CH3:29])[C:25]([NH:16][C@@H:13]1[C@@H:11]2[C@@H:10]([CH2:9][N:8]([CH2:1][C:2]3[CH:3]=[CH:4][CH:5]=[CH:6][CH:7]=3)[CH2:12]2)[CH2:15][CH2:14]1)=[O:26])[C:18]1[CH:23]=[CH:22][CH:21]=[CH:20][CH:19]=1, predict the reactants needed to synthesize it. The reactants are: [CH2:1]([N:8]1[CH2:12][C@H:11]2[C@H:13]([NH2:16])[CH2:14][CH2:15][C@H:10]2[CH2:9]1)[C:2]1[CH:7]=[CH:6][CH:5]=[CH:4][CH:3]=1.[CH2:17]([CH:24]([C:28]([CH3:31])([CH3:30])[CH3:29])[C:25](O)=[O:26])[C:18]1[CH:23]=[CH:22][CH:21]=[CH:20][CH:19]=1.C1([C@H](CC)C(O)=O)C=CC=CC=1. (9) Given the product [N:1]1([CH2:7][CH2:8][NH:9][C:20]([C:18]2[S:19][C:12]3[C:13](=[N:14][CH:15]=[CH:16][C:11]=3[Cl:10])[CH:17]=2)=[O:21])[CH2:6][CH2:5][O:4][CH2:3][CH2:2]1, predict the reactants needed to synthesize it. The reactants are: [N:1]1([CH2:7][CH2:8][NH2:9])[CH2:6][CH2:5][O:4][CH2:3][CH2:2]1.[Cl:10][C:11]1[CH:16]=[CH:15][N:14]=[C:13]2[CH:17]=[C:18]([C:20]([O-])=[O:21])[S:19][C:12]=12.[Li+]. (10) Given the product [CH2:23]([N:5]([CH2:1][CH2:2][CH2:3][CH3:4])[C:6]1[CH:11]=[CH:10][C:9]([CH:12]=[CH:13][CH:14]=[CH:15][C:16]2[S:17][C:18]([CH:34]=[O:35])=[CH:19][CH:20]=2)=[C:8]([O:21][CH3:22])[CH:7]=1)[CH2:24][CH2:25][CH3:26], predict the reactants needed to synthesize it. The reactants are: [CH2:1]([N:5]([CH2:23][CH2:24][CH2:25][CH3:26])[C:6]1[CH:11]=[CH:10][C:9]([CH:12]=[CH:13][CH:14]=[CH:15][C:16]2[S:17][CH:18]=[CH:19][CH:20]=2)=[C:8]([O:21][CH3:22])[CH:7]=1)[CH2:2][CH2:3][CH3:4].C([Li])CCC.CN(C)[CH:34]=[O:35].II.